From a dataset of Ames mutagenicity test results for genotoxicity prediction. Regression/Classification. Given a drug SMILES string, predict its toxicity properties. Task type varies by dataset: regression for continuous values (e.g., LD50, hERG inhibition percentage) or binary classification for toxic/non-toxic outcomes (e.g., AMES mutagenicity, cardiotoxicity, hepatotoxicity). Dataset: ames. (1) The compound is CC(=O)c1ccc2c(c1)CN1C(=O)c3ccccc3C1=N2. The result is 1 (mutagenic). (2) The compound is CC(C)=CC=O. The result is 0 (non-mutagenic). (3) The result is 1 (mutagenic). The compound is CCCCCN(CCCCO)N=O.